This data is from Experimentally validated miRNA-target interactions with 360,000+ pairs, plus equal number of negative samples. The task is: Binary Classification. Given a miRNA mature sequence and a target amino acid sequence, predict their likelihood of interaction. (1) The miRNA is hsa-miR-30d-5p with sequence UGUAAACAUCCCCGACUGGAAG. The protein sequence of the target gene is MASPLPSGFPARRNSRLDVFLRRHLPPEVYDAVRAYEPCIVVSNSENHILKYVVLSDRLVYLTENPPKSIRRVVALRDVVAIDLIDDYPEFLSSPDREISQHIRIIYSSTVLKKECKKSNSVRKFLFPFHHTKANNKKVKEEKNGLAFWRSKESRSLKESPLRDQQESSTPSKDSTLCPRPGLKKLSLHGQGAFRPLPSPSRRSSQSAPTTGKAVSEPSCTTNTKEPQGLPDHNSISEIPFKCNGNGNEFYLGNSLLDSPSQSNSNLEKKESELHLYVISTTSSIFLHLKSSWNNYIIKA.... Result: 0 (no interaction). (2) The miRNA is mmu-miR-329-3p with sequence AACACACCCAGCUAACCUUUUU. The protein sequence of the target gene is MSGPSDETAGDLPVKDTGLNLFGVGGLQETSTARTVKTRQAVSRVSREELEDRFLRLHDENILLKQHARKQEDKIKRMATKLIRLVNDKKRYERVGGGPKRLGRDVEMEEMIEQLQEKVHELERQNEVLKNRLISAKQQLQVQGHRQTSYSRVQARVNTGRRRASASAGSQECPGKGLRFQNVDEAETVQPTLTKYSNSLLEEARGEIRNLENVIQSQRGQIEELEHLAEILKTQLKRKENEIELSLLQLREQQATDQRSNIRDNVETIKLHKQLVEKSNALSVIEGKFIQLQEKQRTLR.... Result: 0 (no interaction). (3) The miRNA is hsa-miR-548bb-3p with sequence CAAAAACCAUAGUUACUUUUGC. The protein sequence of the target gene is METGGRARTGTPQPAAPGVWRARPAGGGGGGASSWLLDGNSWLLCYGFLYLALYAQVSQSKPCERTGSCFSGRCVNSTCLCDPGWVGDQCQHCQGRFKLTEPSGYLTDGPINYKYKTKCTWLIEGYPNAVLRLRFNHFATECSWDHMYVYDGDSIYAPLIAVLSGLIVPEIRGNETVPEVVTTSGYALLHFFSDAAYNLTGFNIFYSINSCPNNCSGHGKCTTSVSVPSQVYCECDKYWKGEACDIPYCKANCGSPDHGYCDLTGEKLCVCNDSWQGPDCSLNVPSTESYWILPNVKPFS.... Result: 1 (interaction). (4) The miRNA is hsa-miR-6893-5p with sequence CAGGCAGGUGUAGGGUGGAGC. The protein sequence of the target gene is MAHAHIQGGRRAKSRFVVCIMSGARSKLALFLCGCYVVALGAHTGEESVADHHEAEYYVAAVYEHPSILSLNPLALISRQEALELMNQNLDIYEQQVMTAAQKDVQIIVFPEDGIHGFNFTRTSIYPFLDFMPSPQVVRWNPCLEPHRFNDTEVLQRLSCMAIRGDMFLVANLGTKEPCHSSDPRCPKDGRYQFNTNVVFSNNGTLVDRYRKHNLYFEAAFDVPLKVDLITFDTPFAGRFGIFTCFDILFFDPAIRVLRDYKVKHVVYPTAWMNQLPLLAAIEIQKAFAVAFGINVLAAN.... Result: 1 (interaction). (5) The miRNA is hsa-miR-564 with sequence AGGCACGGUGUCAGCAGGC. The protein sequence of the target gene is MRLRNGTVATALAFITSFLTLSWYTTWQNGKEKLIAYQREFLALKERLRIAEHRISQRSSELNTIVQQFKRVGAETNGSKDALNKFSDNTLKLLKELTSKKSLQVPSIYYHLPHLLKNEGSLQPAVQIGNGRTGVSIVMGIPTVKREVKSYLIETLHSLIDNLYPEEKLDCVIVVFIGETDIDYVHGVVANLEKEFSKEISSGLVEVISPPESYYPDLTNLKETFGDSKERVRWRTKQNLDYCFLMMYAQEKGIYYIQLEDDIIVKQNYFNTIKNFALQLSSEEWMILEFSQLGFIGKMF.... Result: 1 (interaction). (6) The miRNA is hsa-miR-4268 with sequence GGCUCCUCCUCUCAGGAUGUG. The protein sequence of the target gene is MTMEGASGSSFGIDTILSSASSGSPGMMNGDFRPLGEARTADFRSQATPSPCSEIDTVGTAPSSPISVTMEPPEPHLVADATQHHHHLHHSQQPPPPAAAPTQSLQPLPQQQQPLPPQQPPPPPPQQLGSAASAPRTSTSSFLIKDILGDSKPLAACAPYSTSVSSPHHTPKQESNAVHESFRPKLEQEDSKTKLDKREDSQSDIKCHGTKEEGDREITSSRESPPVRAKKPRKARTAFSDHQLNQLERSFERQKYLSVQDRMDLAAALNLTDTQVKTWYQNRRTKWKRQTAVGLELLAE.... Result: 0 (no interaction).